Dataset: Reaction yield outcomes from USPTO patents with 853,638 reactions. Task: Predict the reaction yield, written as a fraction of the theoretical maximum amount of product (1.0 means a 100% yield; for example, 0.34 means a 34% yield). (1) The reactants are [F:1][C:2]1[CH:25]=[CH:24][C:5]([CH2:6][N:7]2[C:19](=[O:20])[C:18]3[C:9](=[C:10]([OH:22])[C:11]4[N:12]=[CH:13][CH:14]=[N:15][C:16]=4[C:17]=3[OH:21])[C:8]2=[O:23])=[CH:4][CH:3]=1.N1C=CC=CC=1.Cl[C:33]([O:35][CH2:36][CH3:37])=[O:34]. The catalyst is CN(C=O)C. The product is [F:1][C:2]1[CH:25]=[CH:24][C:5]([CH2:6][N:7]2[C:8](=[O:23])[C:9]3[C:18](=[C:17]([OH:21])[C:16]4[N:15]=[CH:14][CH:13]=[N:12][C:11]=4[C:10]=3[O:22][C:33](=[O:34])[O:35][CH2:36][CH3:37])[C:19]2=[O:20])=[CH:4][CH:3]=1. The yield is 0.980. (2) The reactants are [NH2:1][C:2]1[CH:22]=[CH:21][C:20]([N:23]2[CH2:28][CH2:27][CH2:26][CH2:25][CH2:24]2)=[CH:19][C:3]=1[C:4]([NH:6][C:7]1[CH:8]=[N:9][C:10]([C:13]2[CH:18]=[CH:17][CH:16]=[CH:15][CH:14]=2)=[N:11][CH:12]=1)=[O:5].[CH3:29][O:30][C:31]([C:33]1[CH:34]=[C:35]([CH:39]=[CH:40][CH:41]=1)[C:36](O)=[O:37])=[O:32].CCN=C=NCCCN(C)C.Cl. The catalyst is ClCCl.CN(C)C1C=CN=CC=1. The product is [C:13]1([C:10]2[N:11]=[CH:12][C:7]([NH:6][C:4]([C:3]3[CH:19]=[C:20]([N:23]4[CH2:28][CH2:27][CH2:26][CH2:25][CH2:24]4)[CH:21]=[CH:22][C:2]=3[NH:1][C:36]([C:35]3[CH:34]=[C:33]([CH:41]=[CH:40][CH:39]=3)[C:31]([O:30][CH3:29])=[O:32])=[O:37])=[O:5])=[CH:8][N:9]=2)[CH:14]=[CH:15][CH:16]=[CH:17][CH:18]=1. The yield is 0.600. (3) The yield is 0.760. The reactants are Cl.Cl[CH2:3][CH2:4][CH:5]1[CH2:9][CH2:8][CH2:7][N:6]1[CH3:10].[NH:11]1[CH2:15][CH2:14][NH:13][C:12]1=[C:16]([C:19]#[N:20])[C:17]#[N:18].C(=O)([O-])[O-].[K+].[K+].[I-].[Na+]. The product is [CH3:10][N:6]1[CH2:7][CH2:8][CH2:9][CH:5]1[CH2:4][CH2:3][N:11]1[CH2:15][CH2:14][N:13]([CH2:3][CH2:4][CH:5]2[CH2:9][CH2:8][CH2:7][N:6]2[CH3:10])[C:12]1=[C:16]([C:19]#[N:20])[C:17]#[N:18]. The catalyst is CN(C=O)C.O.